This data is from Catalyst prediction with 721,799 reactions and 888 catalyst types from USPTO. The task is: Predict which catalyst facilitates the given reaction. Reactant: [F:1][C:2]1[CH:3]=[C:4]([C:8]2[N:13]=[C:12]([CH3:14])[C:11]([C:15]([OH:17])=O)=[CH:10][N:9]=2)[CH:5]=[CH:6][CH:7]=1.[F:18][C:19]1[N:24]=[C:23]2[C:25]([CH3:29])=[CH:26][N:27]([NH2:28])[C:22]2=[CH:21][CH:20]=1.CCN(C(C)C)C(C)C.CN(C(ON1N=NC2C=CC=NC1=2)=[N+](C)C)C.F[P-](F)(F)(F)(F)F. Product: [F:18][C:19]1[N:24]=[C:23]2[C:25]([CH3:29])=[CH:26][N:27]([NH:28][C:15]([C:11]3[C:12]([CH3:14])=[N:13][C:8]([C:4]4[CH:5]=[CH:6][CH:7]=[C:2]([F:1])[CH:3]=4)=[N:9][CH:10]=3)=[O:17])[C:22]2=[CH:21][CH:20]=1. The catalyst class is: 3.